From a dataset of Full USPTO retrosynthesis dataset with 1.9M reactions from patents (1976-2016). Predict the reactants needed to synthesize the given product. (1) Given the product [Cl:1][C:2]1[CH:3]=[CH:4][C:5]([C:8]2[O:9][C:10]([CH:13]([NH:23][C:24](=[O:37])[CH2:25][C:26]3[C:30]4=[N:31][C:32]([OH:35])=[CH:33][CH:34]=[C:29]4[NH:28][CH:27]=3)[CH2:14][C:15]3[CH:16]=[C:17]([F:22])[CH:18]=[C:19]([F:21])[CH:20]=3)=[CH:11][N:12]=2)=[CH:6][CH:7]=1, predict the reactants needed to synthesize it. The reactants are: [Cl:1][C:2]1[CH:7]=[CH:6][C:5]([C:8]2[O:9][C:10]([CH:13]([NH:23][C:24](=[O:37])[CH2:25][C:26]3[C:30]4=[N:31][C:32]([O:35]C)=[CH:33][CH:34]=[C:29]4[NH:28][CH:27]=3)[CH2:14][C:15]3[CH:20]=[C:19]([F:21])[CH:18]=[C:17]([F:22])[CH:16]=3)=[CH:11][N:12]=2)=[CH:4][CH:3]=1. (2) Given the product [CH2:1]([C:5]1[CH:10]=[CH:9][C:8]([C:11]#[C:12][C:13]2[CH:20]=[CH:19][C:16]([CH2:17][NH:21][C:22]3[CH:34]=[CH:33][C:25]4[O:26][C:27]([CH3:31])([CH3:32])[O:28][C:29](=[O:30])[C:24]=4[CH:23]=3)=[CH:15][CH:14]=2)=[CH:7][CH:6]=1)[CH2:2][CH2:3][CH3:4], predict the reactants needed to synthesize it. The reactants are: [CH2:1]([C:5]1[CH:10]=[CH:9][C:8]([C:11]#[C:12][C:13]2[CH:20]=[CH:19][C:16]([CH:17]=O)=[CH:15][CH:14]=2)=[CH:7][CH:6]=1)[CH2:2][CH2:3][CH3:4].[NH2:21][C:22]1[CH:34]=[CH:33][C:25]2[O:26][C:27]([CH3:32])([CH3:31])[O:28][C:29](=[O:30])[C:24]=2[CH:23]=1.[BH4-].[Na+].[Na+].[Cl-].